Dataset: Full USPTO retrosynthesis dataset with 1.9M reactions from patents (1976-2016). Task: Predict the reactants needed to synthesize the given product. (1) The reactants are: Cl[C:2]1[C:3]2[N:10]([CH2:11][CH2:12][NH:13][C:14](=[O:20])OC(C)(C)C)[CH:9]=[CH:8][C:4]=2[N:5]=[CH:6][N:7]=1.[Cl:21][C:22]1[CH:23]=[C:24]([CH:26]=[CH:27][C:28]=1[O:29][C:30]1[C:39]2[C:34](=[CH:35][CH:36]=[CH:37][CH:38]=2)[CH:33]=[CH:32][CH:31]=1)[NH2:25].Cl.N1C=CC=CC=1.Cl.C(OCC)(=O)C.[OH:54][CH2:55][C:56](C)([CH3:60])[C:57](O)=O.ON1C2C=CC=CC=2N=N1.Cl.C(N=C=NCCCN(C)C)C. Given the product [Cl:21][C:22]1[CH:23]=[C:24]([NH:25][C:2]2[C:3]3[N:10]([CH2:11][CH2:12][NH:13][C:14](=[O:20])[C:56]([CH3:60])([CH3:57])[CH2:55][OH:54])[CH:9]=[CH:8][C:4]=3[N:5]=[CH:6][N:7]=2)[CH:26]=[CH:27][C:28]=1[O:29][C:30]1[C:39]2[C:34](=[CH:35][CH:36]=[CH:37][CH:38]=2)[CH:33]=[CH:32][CH:31]=1, predict the reactants needed to synthesize it. (2) Given the product [F:27][C:28]([F:40])([F:41])[C:29]1[CH:30]=[C:31]([CH:32]=[C:33]([C:35]([F:36])([F:37])[F:38])[CH:34]=1)[O:14][CH:11]1[CH2:12][CH2:13][N:9]([C:7]([C:6]2[CH:19]=[C:20]([S:23]([CH3:26])(=[O:25])=[O:24])[CH:21]=[CH:22][C:5]=2[O:4][CH:1]([CH3:3])[CH3:2])=[O:8])[CH2:10]1, predict the reactants needed to synthesize it. The reactants are: [CH:1]([O:4][C:5]1[CH:22]=[CH:21][C:20]([S:23]([CH3:26])(=[O:25])=[O:24])=[CH:19][C:6]=1[C:7]([N:9]1[CH2:13][CH2:12][CH:11]([O:14]S(C)(=O)=O)[CH2:10]1)=[O:8])([CH3:3])[CH3:2].[F:27][C:28]([F:41])([F:40])[C:29]1[CH:30]=[C:31](O)[CH:32]=[C:33]([C:35]([F:38])([F:37])[F:36])[CH:34]=1. (3) Given the product [OH:37][C@@:30]1([C:28]#[C:29][C:2]2[CH:3]=[C:4]([N:8]3[C:16]4[C:11](=[CH:12][C:13]([CH2:17][N:18]5[CH2:22][CH2:21][CH:20]([OH:23])[CH2:19]5)=[CH:14][CH:15]=4)[C:10]([C:24]([O:26][CH3:27])=[O:25])=[N:9]3)[CH:5]=[CH:6][CH:7]=2)[CH2:34][CH2:33][N:32]([CH3:35])[C:31]1=[O:36], predict the reactants needed to synthesize it. The reactants are: Br[C:2]1[CH:3]=[C:4]([N:8]2[C:16]3[C:11](=[CH:12][C:13]([CH2:17][N:18]4[CH2:22][CH2:21][CH:20]([OH:23])[CH2:19]4)=[CH:14][CH:15]=3)[C:10]([C:24]([O:26][CH3:27])=[O:25])=[N:9]2)[CH:5]=[CH:6][CH:7]=1.[C:28]([C@:30]1([OH:37])[CH2:34][CH2:33][N:32]([CH3:35])[C:31]1=[O:36])#[CH:29].